Dataset: Retrosynthesis with 50K atom-mapped reactions and 10 reaction types from USPTO. Task: Predict the reactants needed to synthesize the given product. (1) Given the product Nc1ncnc2c1c(-c1ccc3c(c1)CCN3C(=O)Cc1cc(F)ccc1F)cn2C1CCNCC1, predict the reactants needed to synthesize it. The reactants are: CC(C)(C)OC(=O)N1CCC(n2cc(-c3ccc4c(c3)CCN4C(=O)Cc3cc(F)ccc3F)c3c(N)ncnc32)CC1. (2) Given the product CCOc1ccc(C(=O)CCC(=O)Nc2nc(-c3ccccc3)c(Cc3ccccc3)s2)cc1Cl, predict the reactants needed to synthesize it. The reactants are: CCOc1ccc(C(=O)CCC(=O)O)cc1Cl.Nc1nc(-c2ccccc2)c(Cc2ccccc2)s1. (3) Given the product C[C@@H]1CN[C@@H](CN2CCOCC2)CN1C(=O)OC(C)(C)C, predict the reactants needed to synthesize it. The reactants are: C[C@@H]1CN(Cc2ccccc2)[C@@H](CN2CCOCC2)CN1C(=O)OC(C)(C)C. (4) Given the product Nc1ccc2cc(-c3ccc(Br)cc3)oc2c1, predict the reactants needed to synthesize it. The reactants are: O=[N+]([O-])c1ccc2cc(-c3ccc(Br)cc3)oc2c1.